Dataset: Forward reaction prediction with 1.9M reactions from USPTO patents (1976-2016). Task: Predict the product of the given reaction. Given the reactants [C:1]([NH:4][C@H:5]([C:8]([OH:10])=[O:9])[CH2:6][SH:7])(=[O:3])[CH3:2].C(O)(=O)C.ClN1C(=O)CCC1=O.[C:23]([NH:26][CH:27]([CH2:41][SH:42])[C:28]([O:30][C:31]1[CH:36]=[CH:35][C:34]([NH:37][C:38](=[O:40])[CH3:39])=[CH:33][CH:32]=1)=[O:29])(=[O:25])[CH3:24], predict the reaction product. The product is: [C:1]([NH:4][CH:5]([CH2:6][S:7][S:42][CH2:41][CH:27]([NH:26][C:23](=[O:25])[CH3:24])[C:28]([O:30][C:31]1[CH:32]=[CH:33][C:34]([NH:37][C:38](=[O:40])[CH3:39])=[CH:35][CH:36]=1)=[O:29])[C:8]([OH:10])=[O:9])(=[O:3])[CH3:2].